This data is from Catalyst prediction with 721,799 reactions and 888 catalyst types from USPTO. The task is: Predict which catalyst facilitates the given reaction. Reactant: [C:1]([O:5][C:6](=[O:43])[N:7]([C:16]1[S:17][C:18]([CH:21]([C:23]2[C:31]3[C:26](=[N:27][CH:28]=[C:29]([Cl:32])[CH:30]=3)[N:25]([Si](C(C)C)(C(C)C)C(C)C)[CH:24]=2)O)=[CH:19][N:20]=1)[CH2:8][C:9]1[CH:14]=[CH:13][C:12]([F:15])=[CH:11][CH:10]=1)([CH3:4])([CH3:3])[CH3:2].FC(F)(F)C(O)=O.C([SiH](CC)CC)C. Product: [C:1]([O:5][C:6](=[O:43])[N:7]([C:16]1[S:17][C:18]([CH2:21][C:23]2[C:31]3[C:26](=[N:27][CH:28]=[C:29]([Cl:32])[CH:30]=3)[NH:25][CH:24]=2)=[CH:19][N:20]=1)[CH2:8][C:9]1[CH:14]=[CH:13][C:12]([F:15])=[CH:11][CH:10]=1)([CH3:4])([CH3:2])[CH3:3]. The catalyst class is: 10.